Dataset: Reaction yield outcomes from USPTO patents with 853,638 reactions. Task: Predict the reaction yield, written as a fraction of the theoretical maximum amount of product (1.0 means a 100% yield; for example, 0.34 means a 34% yield). (1) The yield is 0.190. The reactants are [C:1]([OH:5])(=O)[CH2:2][OH:3].[Cl:6][C:7]1[CH:8]=[C:9]([NH:21][C:22]2[C:31]3[C:26](=[CH:27][CH:28]=[CH:29][C:30]=3[O:32][CH2:33][CH2:34][NH:35][CH:36]3[CH2:38][CH2:37]3)[N:25]=[CH:24][N:23]=2)[CH:10]=[CH:11][C:12]=1[O:13][CH2:14][C:15]1[CH:20]=[CH:19][CH:18]=[CH:17][N:16]=1. No catalyst specified. The product is [Cl:6][C:7]1[CH:8]=[C:9]([NH:21][C:22]2[C:31]3[C:26](=[CH:27][CH:28]=[CH:29][C:30]=3[O:32][CH2:33][CH2:34][N:35]([CH:36]3[CH2:38][CH2:37]3)[C:1](=[O:5])[CH2:2][OH:3])[N:25]=[CH:24][N:23]=2)[CH:10]=[CH:11][C:12]=1[O:13][CH2:14][C:15]1[CH:20]=[CH:19][CH:18]=[CH:17][N:16]=1. (2) The reactants are [OH-].[Li+:2].[C:3]([O:7][C:8]([NH:10][C:11]1([C:26]([NH:28][CH:29]([C:35]2[CH:40]=[CH:39][C:38]([Cl:41])=[CH:37][CH:36]=2)[CH2:30][C:31]([O:33]C)=[O:32])=[O:27])[CH2:16][CH2:15][N:14]([C:17]2[C:18]3[CH:25]=[CH:24][NH:23][C:19]=3[N:20]=[CH:21][N:22]=2)[CH2:13][CH2:12]1)=[O:9])([CH3:6])([CH3:5])[CH3:4]. The catalyst is O.C1COCC1. The product is [C:3]([O:7][C:8]([NH:10][C:11]1([C:26]([NH:28][CH:29]([C:35]2[CH:36]=[CH:37][C:38]([Cl:41])=[CH:39][CH:40]=2)[CH2:30][C:31]([O-:33])=[O:32])=[O:27])[CH2:12][CH2:13][N:14]([C:17]2[C:18]3[CH:25]=[CH:24][NH:23][C:19]=3[N:20]=[CH:21][N:22]=2)[CH2:15][CH2:16]1)=[O:9])([CH3:6])([CH3:4])[CH3:5].[Li+:2]. The yield is 1.00. (3) The reactants are [C:1]([O:5][C:6](=[O:27])[NH:7][C:8]([C:10]1[S:11][C:12]([S:25][CH3:26])=[C:13]([S:15]([C:18]2[CH:23]=[CH:22][CH:21]=[C:20](Br)[CH:19]=2)(=[O:17])=[O:16])[CH:14]=1)=[NH:9])([CH3:4])([CH3:3])[CH3:2].[CH3:28][O:29][C:30]1[CH:31]=[C:32]([CH3:46])[C:33](B2OC(C)(C)C(C)(C)O2)=[C:34]([NH2:36])[CH:35]=1.C([O-])([O-])=O.[Na+].[Na+]. The catalyst is C1(C)C=CC=CC=1.CCO.CCOC(C)=O.C1C=CC([P]([Pd]([P](C2C=CC=CC=2)(C2C=CC=CC=2)C2C=CC=CC=2)([P](C2C=CC=CC=2)(C2C=CC=CC=2)C2C=CC=CC=2)[P](C2C=CC=CC=2)(C2C=CC=CC=2)C2C=CC=CC=2)(C2C=CC=CC=2)C2C=CC=CC=2)=CC=1. The product is [C:1]([O:5][C:6](=[O:27])[NH:7][C:8]([C:10]1[S:11][C:12]([S:25][CH3:26])=[C:13]([S:15]([C:18]2[CH:19]=[C:20]([C:33]3[C:32]([CH3:46])=[CH:31][C:30]([O:29][CH3:28])=[CH:35][C:34]=3[NH2:36])[CH:21]=[CH:22][CH:23]=2)(=[O:17])=[O:16])[CH:14]=1)=[NH:9])([CH3:4])([CH3:3])[CH3:2]. The yield is 0.400. (4) The reactants are [CH2:1]([C:3]1[CH:11]=[CH:10][C:9]2[NH:12][CH2:13][C:14](=[O:16])[CH2:15][N:7]3[C:8]=2[C:4]=1[CH:5]=[C:6]3[C:17]([O:19]C)=[O:18])[CH3:2].[OH-].[Na+]. The catalyst is CCO. The product is [CH2:1]([C:3]1[CH:11]=[CH:10][C:9]2[NH:12][CH2:13][C:14](=[O:16])[CH2:15][N:7]3[C:8]=2[C:4]=1[CH:5]=[C:6]3[C:17]([OH:19])=[O:18])[CH3:2]. The yield is 0.570. (5) The reactants are [C:1]([C:5]1[CH:10]=[C:9]([C:11]23[CH2:20][C:15]4([CH3:21])[CH2:16][CH:17]([CH2:19][C:13]([CH3:22])([CH2:14]4)[CH2:12]2)[CH2:18]3)[C:8]([OH:23])=[C:7]([CH2:24]O)[CH:6]=1)([CH3:4])([CH3:3])[CH3:2].ClCCl.P(Br)(Br)[Br:30]. The catalyst is O. The product is [C:1]([C:5]1[CH:10]=[C:9]([C:11]23[CH2:20][C:15]4([CH3:21])[CH2:16][CH:17]([CH2:19][C:13]([CH3:22])([CH2:14]4)[CH2:12]2)[CH2:18]3)[C:8]([OH:23])=[C:7]([CH:6]=1)[CH2:24][Br:30])([CH3:4])([CH3:3])[CH3:2]. The yield is 0.980. (6) The reactants are [CH2:1]([O:3][C:4]([CH:6]1[NH:11][CH2:10][CH2:9][N:8]([C:12]([O:14][C:15]([CH3:18])([CH3:17])[CH3:16])=[O:13])[CH2:7]1)=[O:5])[CH3:2].N1C=CC=CC=1.[F:25][C:26]1[CH:31]=[CH:30][C:29]([S:32](Cl)(=[O:34])=[O:33])=[CH:28][CH:27]=1. The catalyst is C(Cl)(Cl)Cl. The product is [CH2:1]([O:3][C:4]([CH:6]1[N:11]([S:32]([C:29]2[CH:30]=[CH:31][C:26]([F:25])=[CH:27][CH:28]=2)(=[O:34])=[O:33])[CH2:10][CH2:9][N:8]([C:12]([O:14][C:15]([CH3:17])([CH3:16])[CH3:18])=[O:13])[CH2:7]1)=[O:5])[CH3:2]. The yield is 0.690.